Dataset: NCI-60 drug combinations with 297,098 pairs across 59 cell lines. Task: Regression. Given two drug SMILES strings and cell line genomic features, predict the synergy score measuring deviation from expected non-interaction effect. (1) Drug 1: CCCS(=O)(=O)NC1=C(C(=C(C=C1)F)C(=O)C2=CNC3=C2C=C(C=N3)C4=CC=C(C=C4)Cl)F. Drug 2: CCCCC(=O)OCC(=O)C1(CC(C2=C(C1)C(=C3C(=C2O)C(=O)C4=C(C3=O)C=CC=C4OC)O)OC5CC(C(C(O5)C)O)NC(=O)C(F)(F)F)O. Cell line: SW-620. Synergy scores: CSS=-8.88, Synergy_ZIP=10.3, Synergy_Bliss=4.91, Synergy_Loewe=-12.8, Synergy_HSA=-13.5. (2) Drug 1: C1CN1C2=NC(=NC(=N2)N3CC3)N4CC4. Drug 2: C1=C(C(=O)NC(=O)N1)N(CCCl)CCCl. Cell line: MDA-MB-435. Synergy scores: CSS=14.2, Synergy_ZIP=-3.04, Synergy_Bliss=0.961, Synergy_Loewe=-11.4, Synergy_HSA=-0.223. (3) Drug 1: C1=C(C(=O)NC(=O)N1)F. Drug 2: C1=NC2=C(N1)C(=S)N=CN2. Cell line: SK-MEL-28. Synergy scores: CSS=31.4, Synergy_ZIP=2.63, Synergy_Bliss=2.24, Synergy_Loewe=3.34, Synergy_HSA=4.17. (4) Drug 1: C1=NC2=C(N1)C(=S)N=C(N2)N. Drug 2: B(C(CC(C)C)NC(=O)C(CC1=CC=CC=C1)NC(=O)C2=NC=CN=C2)(O)O. Cell line: OVCAR-5. Synergy scores: CSS=38.6, Synergy_ZIP=-0.914, Synergy_Bliss=-3.11, Synergy_Loewe=-2.61, Synergy_HSA=-2.62. (5) Drug 1: CC1=CC=C(C=C1)C2=CC(=NN2C3=CC=C(C=C3)S(=O)(=O)N)C(F)(F)F. Drug 2: CC=C1C(=O)NC(C(=O)OC2CC(=O)NC(C(=O)NC(CSSCCC=C2)C(=O)N1)C(C)C)C(C)C. Cell line: A549. Synergy scores: CSS=21.3, Synergy_ZIP=3.38, Synergy_Bliss=2.58, Synergy_Loewe=-60.4, Synergy_HSA=-0.681. (6) Drug 1: C(=O)(N)NO. Drug 2: C1C(C(OC1N2C=NC(=NC2=O)N)CO)O. Cell line: SN12C. Synergy scores: CSS=8.46, Synergy_ZIP=-1.58, Synergy_Bliss=1.44, Synergy_Loewe=3.67, Synergy_HSA=2.98.